From a dataset of NCI-60 drug combinations with 297,098 pairs across 59 cell lines. Regression. Given two drug SMILES strings and cell line genomic features, predict the synergy score measuring deviation from expected non-interaction effect. (1) Drug 1: C1CCC(CC1)NC(=O)N(CCCl)N=O. Drug 2: B(C(CC(C)C)NC(=O)C(CC1=CC=CC=C1)NC(=O)C2=NC=CN=C2)(O)O. Cell line: UACC62. Synergy scores: CSS=22.5, Synergy_ZIP=-8.49, Synergy_Bliss=-1.49, Synergy_Loewe=-2.28, Synergy_HSA=-2.24. (2) Drug 1: CN(C)N=NC1=C(NC=N1)C(=O)N. Drug 2: CC(C)NC(=O)C1=CC=C(C=C1)CNNC.Cl. Cell line: HL-60(TB). Synergy scores: CSS=49.2, Synergy_ZIP=10.1, Synergy_Bliss=9.84, Synergy_Loewe=4.14, Synergy_HSA=7.67.